The task is: Predict the product of the given reaction.. This data is from Forward reaction prediction with 1.9M reactions from USPTO patents (1976-2016). (1) Given the reactants [Cl:1][C:2]1[C:3]([F:46])=[C:4]([C@@H:8]2[C@@:28]3([C:32]4[CH:33]=[N:34][C:35]([CH3:37])=[CH:36][C:31]=4[N:30](CO)[C:29]3=[O:40])[C@H:27]([CH2:41][C:42]([CH3:45])([CH3:44])[CH3:43])[N:10]3[CH2:11][N:12]([C:15]4[CH:24]=[CH:23][C:18]([C:19]([O:21]C)=[O:20])=[CH:17][C:16]=4[O:25][CH3:26])[C:13](=[O:14])[C@@H:9]23)[CH:5]=[CH:6][CH:7]=1.CCO.[OH-].[Na+].Cl, predict the reaction product. The product is: [Cl:1][C:2]1[C:3]([F:46])=[C:4]([C@@H:8]2[C@@:28]3([C:32]4[CH:33]=[N:34][C:35]([CH3:37])=[CH:36][C:31]=4[NH:30][C:29]3=[O:40])[C@H:27]([CH2:41][C:42]([CH3:44])([CH3:43])[CH3:45])[N:10]3[CH2:11][N:12]([C:15]4[CH:24]=[CH:23][C:18]([C:19]([OH:21])=[O:20])=[CH:17][C:16]=4[O:25][CH3:26])[C:13](=[O:14])[C@@H:9]23)[CH:5]=[CH:6][CH:7]=1. (2) The product is: [CH:6]([OH:35])=[O:5].[NH2:32][C:27]1[CH:26]=[C:25]([Cl:33])[C:24]([N:22]2[CH:21]=[C:20]3[C:15]([NH:14][C:12]4[CH:13]=[C:8]([NH2:7])[N:9]=[CH:10][N:11]=4)=[N:16][CH:17]=[C:18]([F:34])[C:19]3=[N:23]2)=[C:29]([CH:28]=1)[C:30]#[N:31]. Given the reactants C([O:5][C:6](=[O:35])[NH:7][C:8]1[CH:13]=[C:12]([NH:14][C:15]2[C:20]3=[CH:21][N:22]([C:24]4[C:29]([C:30]#[N:31])=[CH:28][C:27]([NH2:32])=[CH:26][C:25]=4[Cl:33])[N:23]=[C:19]3[C:18]([F:34])=[CH:17][N:16]=2)[N:11]=[CH:10][N:9]=1)(C)(C)C.Cl, predict the reaction product. (3) Given the reactants [Cl:1][C:2]1[CH:3]=[C:4]([CH2:9][C:10]#[N:11])[CH:5]=[CH:6][C:7]=1[Cl:8].C[Li].C(OCC)C.[CH2:19]([CH:21]1[O:23][CH2:22]1)Br.C[Mg]Cl, predict the reaction product. The product is: [Cl:1][C:2]1[CH:3]=[C:4]([C:9]2([C:10]#[N:11])[CH2:22][CH:21]([OH:23])[CH2:19]2)[CH:5]=[CH:6][C:7]=1[Cl:8]. (4) The product is: [OH:39][C:37]1[CH:38]=[C:33]([NH:32][CH:2]=[C:3]2[C:11]3[C:6](=[CH:7][CH:8]=[C:9]([C:12]([C:14]4[CH:15]=[CH:16][C:17]([NH:20][C:21]([C:23]5[N:24]([CH2:29][CH3:30])[N:25]=[C:26]([CH3:28])[CH:27]=5)=[O:22])=[CH:18][CH:19]=4)=[O:13])[CH:10]=3)[NH:5][C:4]2=[O:31])[CH:34]=[CH:35][C:36]=1[CH3:42]. Given the reactants O[CH:2]=[C:3]1[C:11]2[C:6](=[CH:7][CH:8]=[C:9]([C:12]([C:14]3[CH:19]=[CH:18][C:17]([NH:20][C:21]([C:23]4[N:24]([CH2:29][CH3:30])[N:25]=[C:26]([CH3:28])[CH:27]=4)=[O:22])=[CH:16][CH:15]=3)=[O:13])[CH:10]=2)[NH:5][C:4]1=[O:31].[NH2:32][C:33]1[CH:34]=[CH:35][C:36](OC)=[C:37]([OH:39])[CH:38]=1.[CH2:42]1COCC1, predict the reaction product. (5) Given the reactants C[O:2][C:3]([C:5]1[CH:14]=[CH:13][C:12]2[C:7](=[CH:8][CH:9]=[C:10]([O:15][CH:16]3[CH2:25][CH2:24][C:19]4([CH2:23][CH2:22][CH2:21][CH2:20]4)[CH2:18][CH2:17]3)[CH:11]=2)[CH:6]=1)=O.O1CCCC1, predict the reaction product. The product is: [CH2:20]1[C:19]2([CH2:24][CH2:25][CH:16]([O:15][C:10]3[CH:11]=[C:12]4[C:7](=[CH:8][CH:9]=3)[CH:6]=[C:5]([CH2:3][OH:2])[CH:14]=[CH:13]4)[CH2:17][CH2:18]2)[CH2:23][CH2:22][CH2:21]1. (6) Given the reactants C1(P(C2C=CC=CC=2)C2C=CC=CC=2)C=CC=CC=1.BrN1C(=O)CCC1=O.[CH:28]1([CH2:33][CH:34]([C:38]2[CH:43]=[CH:42][C:41]([S:44]([C:47]([F:50])([F:49])[F:48])(=[O:46])=[O:45])=[CH:40][CH:39]=2)[C:35]([OH:37])=O)[CH2:32][CH2:31][CH2:30][CH2:29]1.[NH2:51][C:52]1[S:53][CH:54]=[C:55]([CH2:57][C:58]([O:60][CH2:61][CH3:62])=[O:59])[N:56]=1, predict the reaction product. The product is: [CH2:61]([O:60][C:58](=[O:59])[CH2:57][C:55]1[N:56]=[C:52]([NH:51][C:35](=[O:37])[CH:34]([C:38]2[CH:39]=[CH:40][C:41]([S:44]([C:47]([F:49])([F:48])[F:50])(=[O:45])=[O:46])=[CH:42][CH:43]=2)[CH2:33][CH:28]2[CH2:29][CH2:30][CH2:31][CH2:32]2)[S:53][CH:54]=1)[CH3:62]. (7) Given the reactants [Br:1][C:2]1[CH:3]=[C:4]([CH:7]=[C:8](F)[CH:9]=1)[C:5]#[N:6].[OH:11][CH2:12][CH:13]1[CH2:15][CH2:14]1.C[Si]([N-][Si](C)(C)C)(C)C.[Na+], predict the reaction product. The product is: [Br:1][C:2]1[CH:3]=[C:4]([CH:7]=[C:8]([O:11][CH2:12][CH:13]2[CH2:15][CH2:14]2)[CH:9]=1)[C:5]#[N:6]. (8) Given the reactants [CH:1]([NH:4][C:5]1[N:6]=[C:7]2[CH:13]=[CH:12][N:11](S(C3C=CC(C)=CC=3)(=O)=O)[C:8]2=[N:9][CH:10]=1)([CH3:3])[CH3:2].C(=O)([O-])[O-].[Cs+].[Cs+], predict the reaction product. The product is: [CH:1]([NH:4][C:5]1[N:6]=[C:7]2[CH:13]=[CH:12][NH:11][C:8]2=[N:9][CH:10]=1)([CH3:3])[CH3:2]. (9) Given the reactants [NH:1]1[CH2:9][CH2:8][CH:4]([C:5]([OH:7])=[O:6])[CH2:3][CH2:2]1.[C:10](O[C:10]([O:12][C:13]([CH3:16])([CH3:15])[CH3:14])=[O:11])([O:12][C:13]([CH3:16])([CH3:15])[CH3:14])=[O:11].Cl, predict the reaction product. The product is: [C:13]([O:12][C:10]([N:1]1[CH2:9][CH2:8][CH:4]([C:5]([OH:7])=[O:6])[CH2:3][CH2:2]1)=[O:11])([CH3:16])([CH3:15])[CH3:14].